Dataset: Full USPTO retrosynthesis dataset with 1.9M reactions from patents (1976-2016). Task: Predict the reactants needed to synthesize the given product. (1) Given the product [OH:15][C:13]([C:10]1[CH:9]=[CH:8][C:7]([CH:1]2[CH2:6][CH2:5][CH2:4][CH2:3][CH2:2]2)=[CH:12][CH:11]=1)([CH3:14])[CH2:22][C:21]([O:20][CH2:18][CH3:19])=[O:24], predict the reactants needed to synthesize it. The reactants are: [CH:1]1([C:7]2[CH:12]=[CH:11][C:10]([C:13](=[O:15])[CH3:14])=[CH:9][CH:8]=2)[CH2:6][CH2:5][CH2:4][CH2:3][CH2:2]1.II.[CH2:18]([O:20][C:21](=[O:24])[CH2:22]Br)[CH3:19].Cl. (2) Given the product [CH3:23][O:24][C:25]([C:27]1[N:28]=[CH:29][C:30]([N:19]2[CH2:20][CH2:21][N:16]([C:3]3[N:4]=[N:5][C:6]([CH2:9][C:10]4[CH:11]=[CH:12][N:13]=[CH:14][CH:15]=4)=[C:7]([CH3:8])[C:2]=3[CH3:1])[CH2:17][C@H:18]2[CH3:22])=[N:31][CH:32]=1)=[O:26], predict the reactants needed to synthesize it. The reactants are: [CH3:1][C:2]1[C:7]([CH3:8])=[C:6]([CH2:9][C:10]2[CH:15]=[CH:14][N:13]=[CH:12][CH:11]=2)[N:5]=[N:4][C:3]=1[N:16]1[CH2:21][CH2:20][NH:19][C@H:18]([CH3:22])[CH2:17]1.[CH3:23][O:24][C:25]([C:27]1[CH:32]=[N:31][C:30](Cl)=[CH:29][N:28]=1)=[O:26]. (3) Given the product [CH2:1]([S:3]([CH2:4][CH2:5][N:6]1[C:14](=[O:15])[C:13]2[C:8](=[CH:9][CH:10]=[C:11]([O:16][CH2:17][C:18]3[CH:19]=[CH:20][C:21]([F:24])=[CH:22][CH:23]=3)[CH:12]=2)[C:7]1=[O:25])=[O:34])[CH3:2], predict the reactants needed to synthesize it. The reactants are: [CH2:1]([S:3][CH2:4][CH2:5][N:6]1[C:14](=[O:15])[C:13]2[C:8](=[CH:9][CH:10]=[C:11]([O:16][CH2:17][C:18]3[CH:23]=[CH:22][C:21]([F:24])=[CH:20][CH:19]=3)[CH:12]=2)[C:7]1=[O:25])[CH3:2].C1(C2[O:34]N2S(C2C=CC=CC=2)(=O)=O)C=CC=CC=1. (4) Given the product [CH2:1]([NH:8][C:9](=[O:10])[NH:11][C:12]1[C:13]([CH3:24])=[N:14][O:15][C:16]=1[C:17]1[CH:22]=[CH:21][C:20]([C:32]2[CH:31]=[CH:30][CH:29]=[C:28]([C:25]([OH:27])=[O:26])[CH:33]=2)=[CH:19][CH:18]=1)[C:2]1[CH:7]=[CH:6][CH:5]=[CH:4][CH:3]=1, predict the reactants needed to synthesize it. The reactants are: [CH2:1]([NH:8][C:9]([NH:11][C:12]1[C:13]([CH3:24])=[N:14][O:15][C:16]=1[C:17]1[CH:22]=[CH:21][C:20](Br)=[CH:19][CH:18]=1)=[O:10])[C:2]1[CH:7]=[CH:6][CH:5]=[CH:4][CH:3]=1.[C:25]([C:28]1[CH:29]=[C:30](B(O)O)[CH:31]=[CH:32][CH:33]=1)([OH:27])=[O:26]. (5) Given the product [CH3:11][O:10][C:5]1[C:6]([CH2:7][N:12]2[CH2:16][CH2:15][CH2:14][CH2:13]2)=[CH:9][C:2]([OH:1])=[CH:3][CH:4]=1, predict the reactants needed to synthesize it. The reactants are: [OH:1][C:2]1[CH:3]=[CH:4][C:5]([O:10][CH3:11])=[C:6]([CH:9]=1)[CH:7]=O.[NH:12]1[CH2:16][CH2:15][CH2:14][CH2:13]1.[BH-](OC(C)=O)(OC(C)=O)OC(C)=O.[Na+].OS([O-])(=O)=O.[Na+]. (6) Given the product [S:39]1[CH:40]=[C:36]([CH2:35][N:25]([C@@H:26]([CH3:34])[CH:27]([O:28][CH2:29][CH3:30])[O:31][CH2:32][CH3:33])[C:23](=[O:24])[C@@H:14]([NH:13][C:10](=[O:12])[CH2:9][N:7]([CH3:8])[NH:6][C:4](=[O:5])[NH:3][CH2:1][CH3:2])[CH2:15][C:16]([O:18][C:19]([CH3:20])([CH3:21])[CH3:22])=[O:17])[C:37]2[CH:44]=[CH:43][CH:42]=[CH:41][C:38]1=2, predict the reactants needed to synthesize it. The reactants are: [CH2:1]([NH:3][C:4]([NH:6][N:7]([CH2:9][C:10]([OH:12])=O)[CH3:8])=[O:5])[CH3:2].[NH2:13][C@H:14]([C:23]([N:25]([CH2:35][C:36]1[C:37]2[CH:44]=[CH:43][CH:42]=[CH:41][C:38]=2[S:39][CH:40]=1)[C@@H:26]([CH3:34])[CH:27]([O:31][CH2:32][CH3:33])[O:28][CH2:29][CH3:30])=[O:24])[CH2:15][C:16]([O:18][C:19]([CH3:22])([CH3:21])[CH3:20])=[O:17]. (7) Given the product [CH3:6][C:7]1[CH:12]=[C:11]([CH3:13])[CH:10]=[C:9]([C:14]2[CH:19]=[CH:18][CH:17]=[CH:16][CH:15]=2)[C:8]=1[B:20]([OH:23])[OH:21], predict the reactants needed to synthesize it. The reactants are: C([Li])(C)(C)C.[CH3:6][C:7]1[CH:8]=[C:9]([C:14]2[CH:19]=[CH:18][CH:17]=[CH:16][CH:15]=2)[CH:10]=[C:11]([CH3:13])[CH:12]=1.[B:20](OC)([O:23]C)[O:21]C.Cl. (8) The reactants are: [F:1][C@H:2]1[C@@H:7]([O:8][C:9]2[CH:16]=[CH:15][C:14]([C:17]3[N:22]=[C:21]([NH:23][C:24]4[CH:29]=[CH:28][C:27]([N:30]5[CH2:35][CH2:34][N:33]([CH:36]6[CH2:39][O:38][CH2:37]6)[CH2:32][CH2:31]5)=[CH:26][CH:25]=4)[N:20]=[CH:19][N:18]=3)=[CH:13][C:10]=2[C:11]#[N:12])[CH2:6][CH2:5][NH:4][CH2:3]1.C(N(CC)C(C)C)(C)C.CN(C(ON1N=NC2C=CC=NC1=2)=[N+](C)C)C.F[P-](F)(F)(F)(F)F.[NH:73]1[C:77]([CH2:78][C:79](O)=[O:80])=[CH:76][N:75]=[N:74]1. Given the product [NH:73]1[C:77]([CH2:78][C:79]([N:4]2[CH2:5][CH2:6][C@H:7]([O:8][C:9]3[CH:16]=[CH:15][C:14]([C:17]4[N:22]=[C:21]([NH:23][C:24]5[CH:29]=[CH:28][C:27]([N:30]6[CH2:31][CH2:32][N:33]([CH:36]7[CH2:39][O:38][CH2:37]7)[CH2:34][CH2:35]6)=[CH:26][CH:25]=5)[N:20]=[CH:19][N:18]=4)=[CH:13][C:10]=3[C:11]#[N:12])[C@H:2]([F:1])[CH2:3]2)=[O:80])=[CH:76][N:75]=[N:74]1, predict the reactants needed to synthesize it. (9) Given the product [Cl:1][C:2]1[CH:3]=[CH:4][C:5]([CH2:6][CH2:7][C:8]([OH:12])=[O:46])=[C:10]([NH:9][C:17]2[CH:34]=[CH:35][C:36]([S:38]([CH3:41])(=[O:40])=[O:39])=[CH:37][C:16]=2[Cl:15])[CH:11]=1, predict the reactants needed to synthesize it. The reactants are: [Cl:1][C:2]1[CH:11]=[C:10]2[C:5]([CH2:6][CH2:7][C:8](=[O:12])[NH:9]2)=[CH:4][CH:3]=1.[H-].[Na+].[Cl:15][C:16]1[CH:37]=[C:36]([S:38]([CH3:41])(=[O:40])=[O:39])[CH:35]=[CH:34][C:17]=1OC1C=C(C(F)(F)F)C=CC=1CCC(O)=O.CN(C=[O:46])C. (10) The reactants are: [Cl-].[NH4+].[CH3:3][NH:4][C:5](=[O:15])[C:6]1[CH:11]=[CH:10][CH:9]=[C:8]([N+:12]([O-])=O)[CH:7]=1.CO. Given the product [NH2:12][C:8]1[CH:7]=[C:6]([CH:11]=[CH:10][CH:9]=1)[C:5]([NH:4][CH3:3])=[O:15], predict the reactants needed to synthesize it.